From a dataset of hERG Central: cardiac toxicity at 1µM, 10µM, and general inhibition. Predict hERG channel inhibition at various concentrations. The drug is CCOC(=O)N1CCC(N2Cc3cccc(C(=O)Nc4ccccc4OC)c3C2=O)CC1. Results: hERG_inhib (hERG inhibition (general)): blocker.